Dataset: Catalyst prediction with 721,799 reactions and 888 catalyst types from USPTO. Task: Predict which catalyst facilitates the given reaction. Reactant: [N+](C1C=CC(C[C:9]2[S:15][CH:14]3[N:11]([C:12](=[O:34])[C:13]3(C(OC(=O)C)C3C=CC4N5C=CN=C5SC=4C=3)Br)[C:10]=2[C:35]([O-:37])=[O:36])=CC=1)([O-])=O.C(#N)C.P([O-])([O-])([O-])=O. Product: [O:34]=[C:12]1[N:11]2[CH:14]([S:15][CH:9]=[C:10]2[C:35]([OH:37])=[O:36])[CH2:13]1. The catalyst class is: 123.